From a dataset of Retrosynthesis with 50K atom-mapped reactions and 10 reaction types from USPTO. Predict the reactants needed to synthesize the given product. (1) The reactants are: CC(C)(C)C(=O)Nc1ccc(-c2cc(=O)c3c(N)c(F)cc(F)c3o2)cc1F.CCCCCCI. Given the product CCCCCCNc1c(F)cc(F)c2oc(-c3ccc(NC(=O)C(C)(C)C)c(F)c3)cc(=O)c12, predict the reactants needed to synthesize it. (2) Given the product COC(=O)c1ccc(-c2cc(I)n(-c3ccc(C(=O)N4CCN(C)CC4)cc3)n2)cc1, predict the reactants needed to synthesize it. The reactants are: COC(=O)c1ccc(-c2cc(N)n(-c3ccc(C(=O)N4CCN(C)CC4)cc3)n2)cc1.ICI. (3) Given the product Cc1cc2c(NCCc3ccccc3)nc(-c3ccncc3)nc2s1, predict the reactants needed to synthesize it. The reactants are: Cc1cc2c(Cl)nc(-c3ccncc3)nc2s1.NCCc1ccccc1. (4) Given the product CCOC(=O)c1cc(C#N)c(N2CCN(C(=O)NCc3ccccc3)CC2)nc1C(F)(F)F, predict the reactants needed to synthesize it. The reactants are: CCOC(=O)c1cc(C#N)c(N2CCNCC2)nc1C(F)(F)F.O=C=NCc1ccccc1. (5) Given the product CC(C)(CNC(=O)c1cccc(-c2noc(C(F)(F)F)n2)c1)c1nc(-c2ccccc2)cs1, predict the reactants needed to synthesize it. The reactants are: CC(C)(CN)c1nc(-c2ccccc2)cs1.O=C(O)c1cccc(-c2noc(C(F)(F)F)n2)c1. (6) Given the product CCCCCCCCCCCCNC(=O)c1ccc2c(=O)oc(-c3ccccc3)nc2c1, predict the reactants needed to synthesize it. The reactants are: CCCCCCCCCCCCN.O=C(Cl)c1ccc2c(=O)oc(-c3ccccc3)nc2c1.